This data is from TCR-epitope binding with 47,182 pairs between 192 epitopes and 23,139 TCRs. The task is: Binary Classification. Given a T-cell receptor sequence (or CDR3 region) and an epitope sequence, predict whether binding occurs between them. (1) The epitope is TTLPVNVAF. The TCR CDR3 sequence is CASSPHRSGSWDEQYF. Result: 1 (the TCR binds to the epitope). (2) The epitope is RLRAEAQVK. The TCR CDR3 sequence is CASSPTGYMNTEAFF. Result: 1 (the TCR binds to the epitope). (3) The epitope is NLWNTFTRL. The TCR CDR3 sequence is CASSQGQGTGELFF. Result: 0 (the TCR does not bind to the epitope). (4) The epitope is NLVPMVATV. The TCR CDR3 sequence is CASSTGPRGVNQPQHF. Result: 1 (the TCR binds to the epitope). (5) The epitope is QIKVRVKMV. Result: 0 (the TCR does not bind to the epitope). The TCR CDR3 sequence is CASSTTLAGVNNEQFF. (6) The epitope is RLRAEAQVK. The TCR CDR3 sequence is CASSLGFTDTQYF. Result: 1 (the TCR binds to the epitope).